This data is from Catalyst prediction with 721,799 reactions and 888 catalyst types from USPTO. The task is: Predict which catalyst facilitates the given reaction. (1) Reactant: [CH2:1]([C:5]1[CH2:10][CH2:9][CH:8]([NH:11][C:12](=[O:23])[CH2:13][C:14]2[CH:19]=[CH:18][C:17]([OH:20])=[C:16]([O:21][CH3:22])[CH:15]=2)[CH2:7][CH:6]=1)[CH2:2][CH2:3][CH3:4]. Product: [CH2:1]([CH:5]1[CH2:10][CH2:9][CH:8]([NH:11][C:12](=[O:23])[CH2:13][C:14]2[CH:19]=[CH:18][C:17]([OH:20])=[C:16]([O:21][CH3:22])[CH:15]=2)[CH2:7][CH2:6]1)[CH2:2][CH2:3][CH3:4]. The catalyst class is: 29. (2) Reactant: Cl.[NH2:2][C:3]([NH2:5])=[NH2+:4].C(=O)([O-])[O-].[K+].[K+].[C:12]([C:20]1[C:28]2[C:23](=[CH:24][N:25]=[CH:26][CH:27]=2)[N:22](C(OC(C)(C)C)=O)[CH:21]=1)(=O)[C:13]#[C:14][CH2:15][CH2:16][CH2:17][CH3:18].[Cl-].[Na+]. Product: [CH2:15]([C:14]1[CH:13]=[C:12]([C:20]2[C:28]3[C:23](=[CH:24][N:25]=[CH:26][CH:27]=3)[NH:22][CH:21]=2)[N:2]=[C:3]([NH2:5])[N:4]=1)[CH2:16][CH2:17][CH3:18]. The catalyst class is: 141. (3) Reactant: N([C:8]([CH3:12])(C)[C:9]#[N:10])=N[C:8](C)([CH3:12])[C:9]#[N:10].P([O-])([O-])([O-])=O.[Ca+2].[Ca+2].[Ca+2].P([O-])([O-])([O-])=O.[CH2:26]=[CH:27][C:28]1[CH:33]=[CH:32][CH:31]=[CH:30][CH:29]=1.C(O)(=O)C(C)=C.C(#N)C=C. Product: [CH:26]([CH:12]=[CH:8][C:9]#[N:10])=[CH:27][C:28]1[CH:33]=[CH:32][CH:31]=[CH:30][CH:29]=1. The catalyst class is: 6. (4) Reactant: [CH2:1]([N:4]([CH2:6][CH2:7][CH2:8][CH2:9][CH2:10][C:11]1[CH:12]=[C:13]2[C:17](=[CH:18][CH:19]=1)[NH:16][CH2:15][CH2:14]2)[CH3:5])[CH:2]=[CH2:3].[Cl:20][C:21]1[CH:26]=[CH:25][C:24]([O:27][C:28](Cl)=[S:29])=[CH:23][CH:22]=1. Product: [Cl:20][C:21]1[CH:26]=[CH:25][C:24]([O:27][C:28]([N:16]2[C:17]3[C:13](=[CH:12][C:11]([CH2:10][CH2:9][CH2:8][CH2:7][CH2:6][N:4]([CH2:1][CH:2]=[CH2:3])[CH3:5])=[CH:19][CH:18]=3)[CH2:14][CH2:15]2)=[S:29])=[CH:23][CH:22]=1. The catalyst class is: 12. (5) Reactant: [CH3:1][C:2]1[CH:7]=[C:6]([CH3:8])[CH:5]=[CH:4][C:3]=1[CH2:9]O.P(Br)(Br)[Br:12]. Product: [Br:12][CH2:9][C:3]1[CH:4]=[CH:5][C:6]([CH3:8])=[CH:7][C:2]=1[CH3:1]. The catalyst class is: 28. (6) Reactant: [C:1]1([C:7]2[S:8][C:9]3[CH:14]=[CH:13][NH:12][C:11](=[O:15])[C:10]=3[N:16]=2)[CH:6]=[CH:5][CH:4]=[CH:3][CH:2]=1.[Br:17]Br.O. Product: [Br:17][C:14]1[C:9]2[S:8][C:7]([C:1]3[CH:2]=[CH:3][CH:4]=[CH:5][CH:6]=3)=[N:16][C:10]=2[C:11](=[O:15])[NH:12][CH:13]=1. The catalyst class is: 15. (7) Reactant: [CH2:1]([O:3][C:4](=[O:20])[C:5]1[CH:10]=[C:9]([N+:11]([O-])=O)[C:8]([O:14][CH2:15][C:16](OC)=[O:17])=[N:7][CH:6]=1)[CH3:2]. Product: [CH2:1]([O:3][C:4]([C:5]1[CH:6]=[N:7][C:8]2[O:14][CH2:15][C:16](=[O:17])[NH:11][C:9]=2[CH:10]=1)=[O:20])[CH3:2]. The catalyst class is: 180.